This data is from Forward reaction prediction with 1.9M reactions from USPTO patents (1976-2016). The task is: Predict the product of the given reaction. (1) Given the reactants [I:1][C:2]1[CH:10]=[C:6]([C:7]([OH:9])=O)[C:5]([OH:11])=[CH:4][CH:3]=1.[Cl:12][C:13]1[CH:14]=[C:15]([CH:17]=[C:18]([Cl:20])[CH:19]=1)[NH2:16], predict the reaction product. The product is: [Cl:12][C:13]1[CH:14]=[C:15]([NH:16][C:7](=[O:9])[C:6]2[CH:10]=[C:2]([I:1])[CH:3]=[CH:4][C:5]=2[OH:11])[CH:17]=[C:18]([Cl:20])[CH:19]=1. (2) Given the reactants [CH3:1][CH:2]([CH3:38])[CH:3]([N:33]1[CH2:37][CH2:36][CH2:35][CH2:34]1)[CH2:4][O:5][C:6]1[CH:7]=[C:8]2[C:13](=[CH:14][CH:15]=1)[CH:12]=[C:11]([C:16]1[C:24]3[C:19](=[CH:20][CH:21]=[C:22]([C:25]#[N:26])[CH:23]=3)[N:18](C3CCCCO3)[N:17]=1)[CH:10]=[CH:9]2.[CH3:39][C:40]([CH3:47])([CH3:46])[CH2:41][C:42]([NH:44][NH2:45])=O.C(N(CC)CC)C, predict the reaction product. The product is: [CH3:39][C:40]([CH3:47])([CH3:46])[CH2:41][C:42]1[NH:44][N:45]=[C:25]([C:22]2[CH:21]=[C:20]3[C:19](=[CH:24][CH:23]=2)[NH:18][N:17]=[C:16]3[C:11]2[CH:12]=[CH:13][C:8]3[C:9](=[CH:14][CH:15]=[C:6]([O:5][CH2:4][C@@H:3]([N:33]4[CH2:37][CH2:36][CH2:35][CH2:34]4)[CH:2]([CH3:38])[CH3:1])[CH:7]=3)[CH:10]=2)[N:26]=1. (3) Given the reactants [CH:1]1([CH2:4]Br)[CH2:3][CH2:2]1.[CH2:6]([NH:13][C:14]([C:16]1[S:17][C:18]([N:22]2[CH:27]=[CH:26][C:25]([OH:28])=[CH:24][C:23]2=[O:29])=[CH:19][C:20]=1[CH3:21])=[O:15])[C:7]1[CH:12]=[CH:11][CH:10]=[CH:9][CH:8]=1, predict the reaction product. The product is: [CH2:6]([NH:13][C:14]([C:16]1[S:17][C:18]([N:22]2[CH:27]=[CH:26][C:25]([O:28][CH2:4][CH:1]3[CH2:3][CH2:2]3)=[CH:24][C:23]2=[O:29])=[CH:19][C:20]=1[CH3:21])=[O:15])[C:7]1[CH:8]=[CH:9][CH:10]=[CH:11][CH:12]=1. (4) Given the reactants [CH:1]1([CH:4]([C:18]2[CH:22]=[CH:21][S:20][CH:19]=2)[NH:5][C:6]([C:8]2[CH:9]=[C:10]3[C:14](=[CH:15][CH:16]=2)[NH:13][N:12]=[C:11]3I)=[O:7])[CH2:3][CH2:2]1.CC1(C)C(C)(C)OB([C:31]2[CH:45]=[CH:44][C:34]([O:35][CH:36]3[CH2:41][CH2:40][N:39]([CH:42]=[O:43])[CH2:38][CH2:37]3)=[CH:33][CH:32]=2)O1, predict the reaction product. The product is: [CH:1]1([CH:4]([C:18]2[CH:22]=[CH:21][S:20][CH:19]=2)[NH:5][C:6]([C:8]2[CH:9]=[C:10]3[C:14](=[CH:15][CH:16]=2)[NH:13][N:12]=[C:11]3[C:31]2[CH:32]=[CH:33][C:34]([O:35][CH:36]3[CH2:37][CH2:38][N:39]([CH:42]=[O:43])[CH2:40][CH2:41]3)=[CH:44][CH:45]=2)=[O:7])[CH2:3][CH2:2]1. (5) Given the reactants [CH3:1][O:2][C:3]([C@@:5]1([NH:10][C:11]([C@@H:13]2[CH2:17][C@@H:16]([O:18][C:19]3[C:20]4[S:33][CH:32]=[CH:31][C:21]=4[N:22]=[C:23]([C:25]4[CH:30]=[CH:29][CH:28]=[CH:27][N:26]=4)[N:24]=3)[CH2:15][N:14]2C(OC(C)(C)C)=O)=[O:12])[CH2:7][C@H:6]1[CH:8]=[CH2:9])=[O:4].FC(F)(F)C(O)=O.C(=O)(O)[O-], predict the reaction product. The product is: [N:26]1[CH:27]=[CH:28][CH:29]=[CH:30][C:25]=1[C:23]1[N:24]=[C:19]([O:18][C@H:16]2[CH2:15][NH:14][C@H:13]([C:11]([NH:10][C@:5]3([C:3]([O:2][CH3:1])=[O:4])[CH2:7][C@H:6]3[CH:8]=[CH2:9])=[O:12])[CH2:17]2)[C:20]2[S:33][CH:32]=[CH:31][C:21]=2[N:22]=1. (6) Given the reactants [C:9](O[C:9]([O:11][C:12]([CH3:15])([CH3:14])[CH3:13])=[O:10])([O:11][C:12]([CH3:15])([CH3:14])[CH3:13])=[O:10].[CH2:16]([NH2:19])[CH2:17][NH2:18].O, predict the reaction product. The product is: [NH2:18][CH2:17][CH2:16][NH:19][C:9](=[O:10])[O:11][C:12]([CH3:13])([CH3:14])[CH3:15]. (7) Given the reactants [F:1][C:2]1[CH:3]=[CH:4][C:5]([O:10][C:11]2[CH:12]=[C:13]3[C:17](=[CH:18][CH:19]=2)[N:16]([CH2:20][C:21]([OH:24])([CH3:23])[CH3:22])[N:15]=[CH:14]3)=[C:6]([CH:9]=1)[C:7]#[N:8].N1C(C)=CC=CC=1C.[Si:33](OS(C(F)(F)F)(=O)=O)([C:36]([CH3:39])([CH3:38])[CH3:37])([CH3:35])[CH3:34], predict the reaction product. The product is: [Si:33]([O:24][C:21]([CH3:22])([CH3:23])[CH2:20][N:16]1[C:17]2[C:13](=[CH:12][C:11]([O:10][C:5]3[CH:4]=[CH:3][C:2]([F:1])=[CH:9][C:6]=3[C:7]#[N:8])=[CH:19][CH:18]=2)[CH:14]=[N:15]1)([C:36]([CH3:39])([CH3:38])[CH3:37])([CH3:35])[CH3:34].